Task: Predict the product of the given reaction.. Dataset: Forward reaction prediction with 1.9M reactions from USPTO patents (1976-2016) (1) Given the reactants [CH:1]1([CH:4]([C:6]2[CH:11]=[CH:10][CH:9]=[C:8]([CH:12]([CH3:14])[CH3:13])[C:7]=2[OH:15])[CH3:5])[CH2:3][CH2:2]1.C(=O)([O-])[O-].[K+].[K+].Br[CH2:23][C:24]([O:26][CH2:27][CH3:28])=[O:25], predict the reaction product. The product is: [CH:1]1([CH:4]([C:6]2[CH:11]=[CH:10][CH:9]=[C:8]([CH:12]([CH3:14])[CH3:13])[C:7]=2[O:15][CH2:23][C:24]([O:26][CH2:27][CH3:28])=[O:25])[CH3:5])[CH2:3][CH2:2]1. (2) Given the reactants [CH2:1]([O:8][C:9]1[C:10]([CH2:17][CH2:18][CH2:19][CH2:20][CH2:21][CH2:22][CH2:23][CH2:24][CH2:25][CH3:26])=[N:11][C:12](N)=[N:13][C:14]=1[CH3:15])[C:2]1[CH:7]=[CH:6][CH:5]=[CH:4][CH:3]=1.[CH2:27]=O.[BH3-][C:30]#[N:31].[Na+], predict the reaction product. The product is: [CH2:1]([O:8][C:9]1[C:10]([CH2:17][CH2:18][CH2:19][CH2:20][CH2:21][CH2:22][CH2:23][CH2:24][CH2:25][CH3:26])=[N:11][C:12]([N:31]([CH3:30])[CH3:27])=[N:13][C:14]=1[CH3:15])[C:2]1[CH:7]=[CH:6][CH:5]=[CH:4][CH:3]=1.